From a dataset of Catalyst prediction with 721,799 reactions and 888 catalyst types from USPTO. Predict which catalyst facilitates the given reaction. Reactant: [F:1][C@H:2]1[C@H:6]([CH2:7][NH:8][C:9]([O:11][CH2:12][C:13]2[CH:18]=[CH:17][CH:16]=[CH:15][CH:14]=2)=[O:10])[CH2:5][N:4](C(OC(C)(C)C)=O)[CH2:3]1.C(O)(C(F)(F)F)=O.CC[NH+](CC)CC.CC[NH+](CC)CC.C([O-])([O-])=O. Product: [F:1][C@H:2]1[CH2:3][NH:4][CH2:5][C@H:6]1[CH2:7][NH:8][C:9](=[O:10])[O:11][CH2:12][C:13]1[CH:18]=[CH:17][CH:16]=[CH:15][CH:14]=1. The catalyst class is: 2.